This data is from Full USPTO retrosynthesis dataset with 1.9M reactions from patents (1976-2016). The task is: Predict the reactants needed to synthesize the given product. (1) Given the product [N:4]1[CH:5]=[CH:6][CH:7]=[C:2]([C:28]2[CH:27]=[N:26][CH:31]=[CH:30][CH:29]=2)[C:3]=1[O:8][C:9]1[CH:14]=[CH:13][C:12]([NH:15][C:16]2[N:20]([CH3:21])[C:19]3[CH:22]=[CH:23][CH:24]=[CH:25][C:18]=3[N:17]=2)=[CH:11][CH:10]=1, predict the reactants needed to synthesize it. The reactants are: Br[C:2]1[C:3]([O:8][C:9]2[CH:14]=[CH:13][C:12]([NH:15][C:16]3[N:20]([CH3:21])[C:19]4[CH:22]=[CH:23][CH:24]=[CH:25][C:18]=4[N:17]=3)=[CH:11][CH:10]=2)=[N:4][CH:5]=[CH:6][CH:7]=1.[N:26]1[CH:31]=[CH:30][CH:29]=[C:28](B(O)O)[CH:27]=1.C(=O)([O-])[O-].[Na+].[Na+]. (2) The reactants are: [CH3:1][O:2][C:3](=[O:14])[CH2:4][C:5]1[CH:10]=[CH:9][C:8]([O:11][CH3:12])=[C:7]([OH:13])[CH:6]=1.[Br:15][C:16]1[CH:17]=[CH:18][C:19](F)=[C:20]([CH:23]=1)[CH:21]=[O:22]. Given the product [CH3:1][O:2][C:3](=[O:14])[CH2:4][C:5]1[CH:10]=[CH:9][C:8]([O:11][CH3:12])=[C:7]([O:13][C:19]2[CH:18]=[CH:17][C:16]([Br:15])=[CH:23][C:20]=2[CH:21]=[O:22])[CH:6]=1, predict the reactants needed to synthesize it. (3) Given the product [N:4]1[CH:3]=[C:2]([C:22]2[CH:27]=[CH:26][C:25]([C:28]([OH:31])([CH3:30])[CH3:29])=[CH:24][CH:23]=2)[N:6]2[C:5]=1[C:10]1[CH:11]=[CH:12][NH:13][C:9]=1[N:8]=[CH:7]2, predict the reactants needed to synthesize it. The reactants are: Br[C:2]1[N:6]2[CH:7]=[N:8][C:9]3[NH:13][CH:12]=[CH:11][C:10]=3[C:5]2=[N:4][CH:3]=1.CC1(C)C(C)(C)OB([C:22]2[CH:27]=[CH:26][C:25]([C:28]([OH:31])([CH3:30])[CH3:29])=[CH:24][CH:23]=2)O1.C([O-])([O-])=O.[Cs+].[Cs+]. (4) Given the product [CH3:28][C:19]1[CH:20]=[C:21]([S:24]([CH3:27])(=[O:26])=[O:25])[N:22]=[CH:23][C:18]=1[N:12]1[CH2:13][CH2:14][C:15]2[NH:16][C:8]([CH:5]3[CH2:6][CH2:7][O:2][CH2:3][CH2:4]3)=[CH:9][C:10]=2[CH2:11]1, predict the reactants needed to synthesize it. The reactants are: Cl.[O:2]1[CH2:7][CH2:6][CH:5]([C:8]2[NH:16][C:15]3[CH2:14][CH2:13][NH:12][CH2:11][C:10]=3[CH:9]=2)[CH2:4][CH2:3]1.Br[C:18]1[C:19]([CH3:28])=[CH:20][C:21]([S:24]([CH3:27])(=[O:26])=[O:25])=[N:22][CH:23]=1. (5) Given the product [OH:1][CH2:2][CH2:3][CH2:4][N:5]1[CH2:13][C:12]2[C:7](=[CH:8][CH:9]=[C:10]([C:21]3[S:20][C:19]([CH:18]=[O:17])=[CH:23][CH:22]=3)[CH:11]=2)[C:6]1=[O:15], predict the reactants needed to synthesize it. The reactants are: [OH:1][CH2:2][CH2:3][CH2:4][N:5]1[CH2:13][C:12]2[C:7](=[CH:8][CH:9]=[C:10](I)[CH:11]=2)[C:6]1=[O:15].C[O:17][CH:18](OC)[C:19]1[S:20][CH:21]=[CH:22][CH:23]=1. (6) Given the product [O:1]1[C:5]2[CH:6]=[CH:7][CH:8]=[CH:9][C:4]=2[N:3]=[C:2]1[C:10]1[CH:11]=[CH:12][C:13]2[N:17]([CH:18]3[CH2:23][CH2:22][O:21][CH2:20][CH2:19]3)[C:28]([CH2:27][CH2:26][S:25][CH3:24])=[N:15][C:14]=2[CH:16]=1, predict the reactants needed to synthesize it. The reactants are: [O:1]1[C:5]2[CH:6]=[CH:7][CH:8]=[CH:9][C:4]=2[N:3]=[C:2]1[C:10]1[CH:11]=[CH:12][C:13]([NH:17][CH:18]2[CH2:23][CH2:22][O:21][CH2:20][CH2:19]2)=[C:14]([CH:16]=1)[NH2:15].[CH3:24][S:25][CH2:26][CH2:27][C:28](Cl)=O.C(N(CC)CC)C.CS(O)(=O)=O.[OH-].[Na+]. (7) Given the product [Br:21][C:16]1[C:17]([O:19][CH3:20])=[CH:18][C:8]2[CH2:7][CH2:6][NH:5][CH2:11][CH:10]([CH:12]3[CH2:14][CH2:13]3)[C:9]=2[CH:15]=1, predict the reactants needed to synthesize it. The reactants are: FC(F)(F)C([N:5]1[CH2:11][CH:10]([CH:12]2[CH2:14][CH2:13]2)[C:9]2[CH:15]=[C:16]([Br:21])[C:17]([O:19][CH3:20])=[CH:18][C:8]=2[CH2:7][CH2:6]1)=O.[OH-].[Na+].